Dataset: Peptide-MHC class I binding affinity with 185,985 pairs from IEDB/IMGT. Task: Regression. Given a peptide amino acid sequence and an MHC pseudo amino acid sequence, predict their binding affinity value. This is MHC class I binding data. (1) The peptide sequence is TPALAARGF. The MHC is HLA-B39:01 with pseudo-sequence HLA-B39:01. The binding affinity (normalized) is 0.0847. (2) The peptide sequence is YMMDGNECP. The MHC is HLA-B57:01 with pseudo-sequence HLA-B57:01. The binding affinity (normalized) is 0.0847. (3) The peptide sequence is YQAVVPLVY. The MHC is Patr-B0101 with pseudo-sequence Patr-B0101. The binding affinity (normalized) is 0.